From a dataset of Forward reaction prediction with 1.9M reactions from USPTO patents (1976-2016). Predict the product of the given reaction. (1) Given the reactants [NH2:1][C:2]1[C:10]([N+:11]([O-])=O)=[CH:9][CH:8]=[CH:7][C:3]=1[C:4]([NH2:6])=[O:5].C([O-])=O.[NH4+], predict the reaction product. The product is: [NH2:1][C:2]1[C:10]([NH2:11])=[CH:9][CH:8]=[CH:7][C:3]=1[C:4]([NH2:6])=[O:5]. (2) Given the reactants [CH3:1][C:2]1[C:3]([CH2:22][C:23]2[NH:27][C:26]3[CH:28]=[CH:29][C:30]([C:32]#[N:33])=[CH:31][C:25]=3[N:24]=2)=[C:4]2[C:8](=[C:9]([CH3:11])[CH:10]=1)[N:7](S(C1C=CC(C)=CC=1)(=O)=O)[CH:6]=[CH:5]2.[OH-].[K+].C(N)CC(C)C, predict the reaction product. The product is: [CH3:1][C:2]1[C:3]([CH2:22][C:23]2[NH:27][C:26]3[CH:28]=[CH:29][C:30]([C:32]#[N:33])=[CH:31][C:25]=3[N:24]=2)=[C:4]2[C:8](=[C:9]([CH3:11])[CH:10]=1)[NH:7][CH:6]=[CH:5]2. (3) Given the reactants [Si]([O:18][C:19]1[CH:54]=[CH:53][C:22]([O:23][CH2:24][C@@H:25]([OH:52])[CH2:26][NH:27][CH2:28][CH2:29][C:30]2[CH:35]=[CH:34][C:33]([S:36][CH:37]3[CH2:42][CH2:41][N:40]([C:43]([NH:45][C:46]4[CH:51]=[CH:50][CH:49]=[CH:48][CH:47]=4)=[O:44])[CH2:39][CH2:38]3)=[CH:32][CH:31]=2)=[CH:21][CH:20]=1)(C(C)(C)C)(C1C=CC=CC=1)C1C=CC=CC=1, predict the reaction product. The product is: [C:46]1([NH:45][C:43]([N:40]2[CH2:41][CH2:42][CH:37]([S:36][C:33]3[CH:34]=[CH:35][C:30]([CH2:29][CH2:28][NH:27][CH2:26][C@H:25]([OH:52])[CH2:24][O:23][C:22]4[CH:53]=[CH:54][C:19]([OH:18])=[CH:20][CH:21]=4)=[CH:31][CH:32]=3)[CH2:38][CH2:39]2)=[O:44])[CH:47]=[CH:48][CH:49]=[CH:50][CH:51]=1. (4) Given the reactants [NH:1]1[CH2:4][CH:3]([C:5]([OH:7])=[O:6])[CH2:2]1.[OH-].[Na+].[CH3:10][C:11]([O:14][C:15](O[C:15]([O:14][C:11]([CH3:13])([CH3:12])[CH3:10])=[O:16])=[O:16])([CH3:13])[CH3:12].Cl, predict the reaction product. The product is: [C:11]([O:14][C:15]([N:1]1[CH2:4][CH:3]([C:5]([OH:7])=[O:6])[CH2:2]1)=[O:16])([CH3:13])([CH3:12])[CH3:10].